Dataset: Full USPTO retrosynthesis dataset with 1.9M reactions from patents (1976-2016). Task: Predict the reactants needed to synthesize the given product. (1) Given the product [CH:20]1([C:17]2[S:18][CH:19]=[C:15]([C:13]3[CH:4]=[C:3]([OH:5])[C:6]4[C:11](=[C:10]([CH3:26])[C:9]([O:27][CH3:28])=[CH:8][CH:7]=4)[N:12]=3)[N:16]=2)[CH2:25][CH2:24][CH2:23][CH2:22][CH2:21]1, predict the reactants needed to synthesize it. The reactants are: [OH-].[K+].[C:3]([C:6]1[C:11]([NH:12][C:13]([C:15]2[N:16]=[C:17]([CH:20]3[CH2:25][CH2:24][CH2:23][CH2:22][CH2:21]3)[S:18][CH:19]=2)=O)=[C:10]([CH3:26])[C:9]([O:27][CH3:28])=[CH:8][CH:7]=1)(=[O:5])[CH3:4]. (2) Given the product [NH:16]1[CH2:15][CH2:14][CH:13]([N:3]2[CH2:4][CH:5]([C:7]3[CH:12]=[CH:11][N:10]=[CH:9][CH:8]=3)[NH:6][C:2]2=[O:1])[CH2:18][CH2:17]1, predict the reactants needed to synthesize it. The reactants are: [O:1]=[C:2]1[NH:6][CH:5]([C:7]2[CH:12]=[CH:11][N:10]=[CH:9][CH:8]=2)[CH2:4][N:3]1[CH:13]1[CH2:18][CH2:17][N:16](C(OCC2C=CC=CC=2)=O)[CH2:15][CH2:14]1.[H][H]. (3) Given the product [C:1]([O:5][C:6]([N:8]1[CH2:13][CH2:12][CH:11]([O:14][C:15]2[CH:20]=[CH:19][C:18]([NH2:21])=[CH:17][C:16]=2[C:24](=[O:27])[NH:25][CH3:26])[CH2:10][CH2:9]1)=[O:7])([CH3:4])([CH3:3])[CH3:2], predict the reactants needed to synthesize it. The reactants are: [C:1]([O:5][C:6]([N:8]1[CH2:13][CH2:12][CH:11]([O:14][C:15]2[CH:20]=[CH:19][C:18]([N+:21]([O-])=O)=[CH:17][C:16]=2[C:24](=[O:27])[NH:25][CH3:26])[CH2:10][CH2:9]1)=[O:7])([CH3:4])([CH3:3])[CH3:2]. (4) Given the product [CH3:29][C:28]1[CH:27]=[C:26]([CH3:30])[NH:25][C:24](=[O:31])[C:23]=1[CH2:22][NH:21][C:10]([C:6]1[C:5]([CH3:13])=[C:4]([N:3]([CH2:1][CH3:2])[CH:14]2[CH2:19][CH2:18][O:17][CH2:16][CH2:15]2)[S:8][C:7]=1[CH3:9])=[O:12], predict the reactants needed to synthesize it. The reactants are: [CH2:1]([N:3]([CH:14]1[CH2:19][CH2:18][O:17][CH2:16][CH2:15]1)[C:4]1[S:8][C:7]([CH3:9])=[C:6]([C:10]([OH:12])=O)[C:5]=1[CH3:13])[CH3:2].Cl.[NH2:21][CH2:22][C:23]1[C:24](=[O:31])[NH:25][C:26]([CH3:30])=[CH:27][C:28]=1[CH3:29].C(Cl)CCl.C1C=NC2N(O)N=NC=2C=1.CN1CCOCC1. (5) The reactants are: [CH3:1][N:2]1[C@@H:19]2[CH2:20][C:7]3[CH:8]=[CH:9][C:10]([O:22][CH3:23])=[C:11]4[O:12][C@H:13]5[C:14]([CH2:16][CH2:17][C@:18]2([OH:21])[C@:5]5([C:6]=34)[CH2:4][CH2:3]1)=[O:15].Cl.C(O)[C@H]([C@H]([C@@H]([C@@H](CO)O)O)O)O. Given the product [CH3:1][N:2]1[C@@H:19]2[CH2:20][C:7]3[CH:8]=[CH:9][C:10]([O:22][CH3:23])=[C:11]4[O:12][C@H:13]5[C:14]([CH2:16][CH2:17][C@:18]2([OH:21])[C@:5]5([C:6]=34)[CH2:4][CH2:3]1)=[O:15], predict the reactants needed to synthesize it.